This data is from Reaction yield outcomes from USPTO patents with 853,638 reactions. The task is: Predict the reaction yield, written as a fraction of the theoretical maximum amount of product (1.0 means a 100% yield; for example, 0.34 means a 34% yield). (1) The reactants are [NH2:1][C:2]1[CH:10]=[C:9]([CH2:11][NH:12][C:13]([O:15][C:16]([CH3:19])([CH3:18])[CH3:17])=[O:14])[CH:8]=[CH:7][C:3]=1[C:4]([OH:6])=O.N1[CH:24]=[CH:23]N=C1.C(Cl)(=O)C.Cl.[NH2:30][CH:31]1[CH2:36][CH2:35][C:34](=[O:37])[NH:33][C:32]1=[O:38].P(OC1C=CC=CC=1)(OC1C=CC=CC=1)OC1C=CC=CC=1. The catalyst is C(#N)C. The product is [C:16]([O:15][C:13](=[O:14])[NH:12][CH2:11][C:9]1[CH:10]=[C:2]2[C:3]([C:4](=[O:6])[N:30]([CH:31]3[CH2:36][CH2:35][C:34](=[O:37])[NH:33][C:32]3=[O:38])[C:23]([CH3:24])=[N:1]2)=[CH:7][CH:8]=1)([CH3:19])([CH3:18])[CH3:17]. The yield is 0.660. (2) The reactants are [CH2:1]([N:8]([CH2:13]/[CH:14]=[CH:15]/[C:16]1[CH:21]=[C:20]([F:22])[CH:19]=[C:18]([F:23])[CH:17]=1)[CH2:9][CH2:10][C:11]#[N:12])[C:2]1[CH:7]=[CH:6][CH:5]=[CH:4][CH:3]=1.[H-].[Na+].C([O-])(O)=O.[Na+]. The catalyst is CN(C=O)C. The product is [CH2:1]([N:8]1[CH2:13][CH:14]([CH2:15][C:16]2[CH:17]=[C:18]([F:23])[CH:19]=[C:20]([F:22])[CH:21]=2)[CH:10]([C:11]#[N:12])[CH2:9]1)[C:2]1[CH:3]=[CH:4][CH:5]=[CH:6][CH:7]=1. The yield is 0.200. (3) The reactants are C1(C(=[N:14][CH:15]([CH2:21][CH:22]=[C:23]2[CH2:28][CH2:27][O:26][CH2:25][CH2:24]2)[C:16]([O:18][CH2:19][CH3:20])=[O:17])C2C=CC=CC=2)C=CC=CC=1.O.C(O)(=O)C. The yield is 0.790. The product is [NH2:14][CH:15]([CH2:21][CH:22]=[C:23]1[CH2:24][CH2:25][O:26][CH2:27][CH2:28]1)[C:16]([O:18][CH2:19][CH3:20])=[O:17]. The catalyst is C1COCC1. (4) The reactants are C([O-])([O-])=O.[K+].[K+].Cl[C:8]1[N:9]=[C:10]([O:22][CH3:23])[C:11](=[O:21])[N:12]([C:14]2[CH:19]=[CH:18][C:17]([F:20])=[CH:16][CH:15]=2)[CH:13]=1. The catalyst is CO.[Pd]. The product is [F:20][C:17]1[CH:16]=[CH:15][C:14]([N:12]2[CH:13]=[CH:8][N:9]=[C:10]([O:22][CH3:23])[C:11]2=[O:21])=[CH:19][CH:18]=1. The yield is 0.900. (5) The reactants are [Br:1][C:2]1[CH:3]=[C:4]([CH2:10][CH3:11])[C:5](=[O:9])[NH:6][C:7]=1[CH3:8].IC.Cl[CH2:15]Cl. The catalyst is [Al].C(=O)([O-])[O-].[Ag+2]. The product is [Br:1][C:2]1[C:7]([CH3:8])=[N:6][C:5]([O:9][CH3:15])=[C:4]([CH2:10][CH3:11])[CH:3]=1. The yield is 0.999. (6) The product is [F:1][C:2]1[CH:11]=[C:10]2[C:5]([CH:6]=[CH:7][CH:8]=[N:9]2)=[CH:4][C:3]=1[CH2:12][N:13]1[C:21]2[C:16](=[N:17][CH:18]=[C:19](/[C:22](=[N:34]/[NH:33][C:25](=[O:32])[C:26]3[CH:31]=[CH:30][N:29]=[CH:28][CH:27]=3)/[CH3:23])[N:20]=2)[N:15]=[N:14]1. The yield is 0.640. The reactants are [F:1][C:2]1[CH:11]=[C:10]2[C:5]([CH:6]=[CH:7][CH:8]=[N:9]2)=[CH:4][C:3]=1[CH2:12][N:13]1[C:21]2[C:16](=[N:17][CH:18]=[C:19]([C:22](=O)[CH3:23])[N:20]=2)[N:15]=[N:14]1.[C:25]([NH:33][NH2:34])(=[O:32])[C:26]1[CH:31]=[CH:30][N:29]=[CH:28][CH:27]=1. No catalyst specified.